From a dataset of Forward reaction prediction with 1.9M reactions from USPTO patents (1976-2016). Predict the product of the given reaction. (1) Given the reactants Br[C:2]1[C:3]([CH:16]=[O:17])=[CH:4][C:5]2[C:6]([CH3:15])([CH3:14])[CH2:7][CH2:8][C:9]([CH3:13])([CH3:12])[C:10]=2[CH:11]=1.Br[C:19]1[S:20][CH:21]=[CH:22][N:23]=1.[F-].[K+].[C:26](OCC)(=O)[CH3:27], predict the reaction product. The product is: [CH3:12][C:9]1([CH3:13])[CH2:8][CH2:7][C:6]([CH3:15])([CH3:14])[C:5]2[CH:4]=[C:3]([CH:16]=[O:17])[C:2](/[CH:26]=[CH:27]/[C:19]3[S:20][CH:21]=[CH:22][N:23]=3)=[CH:11][C:10]1=2. (2) Given the reactants C([O:8][C:9]1[C:10]([C:25]2[CH:26]=[CH:27][C:28]3[O:33][CH2:32][CH2:31][CH2:30][C:29]=3[CH:34]=2)=[C:11]([CH:16]([CH2:21][CH:22]2[CH2:24][CH2:23]2)[C:17]([O:19][CH3:20])=[O:18])[C:12]([CH3:15])=[CH:13][CH:14]=1)C1C=CC=CC=1.C([O-])=O.[NH4+], predict the reaction product. The product is: [CH:22]1([CH2:21][CH:16]([C:11]2[C:12]([CH3:15])=[CH:13][CH:14]=[C:9]([OH:8])[C:10]=2[C:25]2[CH:26]=[CH:27][C:28]3[O:33][CH2:32][CH2:31][CH2:30][C:29]=3[CH:34]=2)[C:17]([O:19][CH3:20])=[O:18])[CH2:23][CH2:24]1. (3) Given the reactants [CH3:1][O:2][C:3]1[CH:4]=[C:5]2[C:9](=[CH:10][CH:11]=1)[NH:8][CH:7]=[CH:6]2.[C:12]1(=[O:18])[NH:16][C:15](=[O:17])[CH:14]=[CH:13]1, predict the reaction product. The product is: [CH3:1][O:2][C:3]1[CH:4]=[C:5]2[C:9](=[CH:10][CH:11]=1)[NH:8][CH:7]=[C:6]2[CH:14]1[CH2:13][C:12](=[O:18])[NH:16][C:15]1=[O:17]. (4) Given the reactants [CH3:1][S:2]([C:5]1[CH:10]=[CH:9][CH:8]=[CH:7][C:6]=1[C:11]1[C:20]([C:21]([O:23]C)=O)=[CH:19][C:18]2[C:13](=[CH:14][CH:15]=[CH:16][N:17]=2)[N:12]=1)(=[O:4])=[O:3].[CH3:25]C(C[AlH]CC(C)C)C, predict the reaction product. The product is: [CH3:25][CH:21]([C:20]1[C:11]([C:6]2[CH:7]=[CH:8][CH:9]=[CH:10][C:5]=2[S:2]([CH3:1])(=[O:4])=[O:3])=[N:12][C:13]2[C:18]([CH:19]=1)=[N:17][CH:16]=[CH:15][CH:14]=2)[OH:23]. (5) Given the reactants [NH2:1][C:2]1[C:10]2[N:9]=[C:8]([CH3:11])[N:7]([CH3:12])[C:6]=2[CH:5]=[C:4]([Br:13])[CH:3]=1.[CH2:14]([C:16]1[CH:23]=[CH:22][CH:21]=[C:20]([CH3:24])[C:17]=1[CH2:18]Cl)[CH3:15].C(=O)([O-])[O-].[Na+].[Na+].[I-].[Na+], predict the reaction product. The product is: [Br:13][C:4]1[CH:3]=[C:2]([NH:1][CH2:18][C:17]2[C:20]([CH3:24])=[CH:21][CH:22]=[CH:23][C:16]=2[CH2:14][CH3:15])[C:10]2[N:9]=[C:8]([CH3:11])[N:7]([CH3:12])[C:6]=2[CH:5]=1. (6) Given the reactants [NH2:1][C:2]1[CH:3]=[C:4]([CH:7]=[CH:8][C:9]=1[NH2:10])[C:5]#[N:6].[CH3:11][O:12][C:13]1[CH:18]=[CH:17][C:16]([C:19](=O)[C:20]([C:22]2[CH:27]=[CH:26][C:25]([O:28][CH3:29])=[CH:24][CH:23]=2)=O)=[CH:15][CH:14]=1, predict the reaction product. The product is: [CH3:29][O:28][C:25]1[CH:24]=[CH:23][C:22]([C:20]2[C:19]([C:16]3[CH:15]=[CH:14][C:13]([O:12][CH3:11])=[CH:18][CH:17]=3)=[N:1][C:2]3[C:9](=[CH:8][CH:7]=[C:4]([C:5]#[N:6])[CH:3]=3)[N:10]=2)=[CH:27][CH:26]=1. (7) Given the reactants Cl[C:2]1[CH:3]=[CH:4][C:5]2[N:6]([C:8]([CH:11]([C:13]3[C:14]([F:26])=[C:15]4[C:19](=[CH:20][C:21]=3[F:22])[N:18]([CH:23]([CH3:25])[CH3:24])[N:17]=[CH:16]4)[CH3:12])=[CH:9][N:10]=2)[N:7]=1.[F-].[K+].[NH:29]1[CH2:34][CH2:33][NH:32][CH2:31][C:30]1=[O:35], predict the reaction product. The product is: [F:26][C:14]1[C:13]([CH:11]([C:8]2[N:6]3[N:7]=[C:2]([N:32]4[CH2:33][CH2:34][NH:29][C:30](=[O:35])[CH2:31]4)[CH:3]=[CH:4][C:5]3=[N:10][CH:9]=2)[CH3:12])=[C:21]([F:22])[CH:20]=[C:19]2[C:15]=1[CH:16]=[N:17][N:18]2[CH:23]([CH3:25])[CH3:24]. (8) Given the reactants Br[C:2]1[CH:3]=[C:4]([C@H:20]2[O:25][CH2:24][CH2:23][N:22]([C:26]([O:28][C:29]([CH3:32])([CH3:31])[CH3:30])=[O:27])[CH2:21]2)[CH:5]=[CH:6][C:7]=1[NH:8][C:9](=[O:19])[C:10]1[CH:15]=[CH:14][C:13]([O:16][CH2:17][CH3:18])=[N:12][CH:11]=1.C(=O)([O-])[O-].[Cs+].[Cs+].N1C2C(=CC=C3C=2N=CC=C3)C=CC=1, predict the reaction product. The product is: [CH2:17]([O:16][C:13]1[N:12]=[CH:11][C:10]([C:9]2[O:19][C:2]3[CH:3]=[C:4]([C@H:20]4[O:25][CH2:24][CH2:23][N:22]([C:26]([O:28][C:29]([CH3:32])([CH3:31])[CH3:30])=[O:27])[CH2:21]4)[CH:5]=[CH:6][C:7]=3[N:8]=2)=[CH:15][CH:14]=1)[CH3:18]. (9) Given the reactants CCN(C(C)C)C(C)C.Cl[C:11]1[C:30]([C:31]2[N:35](C3CCCCO3)[N:34]=[CH:33][CH:32]=2)=[CH:29][C:14]([C:15]([NH:17][C:18]2[CH:23]=[CH:22][C:21]([O:24][C:25]([F:28])([F:27])[F:26])=[CH:20][CH:19]=2)=[O:16])=[CH:13][N:12]=1.[C:42]12([NH:48]C(=O)OC(C)(C)C)[CH2:47][CH:46]1[CH2:45][NH:44][CH2:43]2.C(O)(C(F)(F)F)=O.C([O-])([O-])=O.[Na+].[Na+], predict the reaction product. The product is: [NH2:48][C:42]12[CH2:47][CH:46]1[CH2:45][N:44]([C:11]1[C:30]([C:31]3[NH:35][N:34]=[CH:33][CH:32]=3)=[CH:29][C:14]([C:15]([NH:17][C:18]3[CH:23]=[CH:22][C:21]([O:24][C:25]([F:28])([F:26])[F:27])=[CH:20][CH:19]=3)=[O:16])=[CH:13][N:12]=1)[CH2:43]2.